Dataset: Reaction yield outcomes from USPTO patents with 853,638 reactions. Task: Predict the reaction yield, written as a fraction of the theoretical maximum amount of product (1.0 means a 100% yield; for example, 0.34 means a 34% yield). (1) The reactants are [CH3:1][C:2]1[CH:3]=[CH:4][C:5]([C:8]2[N:12]([C:13]3[CH:14]=[N:15][CH:16]=[CH:17][CH:18]=3)[N:11]=[C:10]([C:19]([OH:21])=O)[CH:9]=2)=[N:6][CH:7]=1.[C:22]([NH2:26])([CH3:25])([CH3:24])[CH3:23]. No catalyst specified. The product is [C:22]([NH:26][C:19]([C:10]1[CH:9]=[C:8]([C:5]2[CH:4]=[CH:3][C:2]([CH3:1])=[CH:7][N:6]=2)[N:12]([C:13]2[CH:14]=[N:15][CH:16]=[CH:17][CH:18]=2)[N:11]=1)=[O:21])([CH3:25])([CH3:24])[CH3:23]. The yield is 0.140. (2) The product is [ClH:34].[CH3:33][C:2]1([CH3:1])[C:8](=[O:9])[NH:7][C:6]2[N:10]=[CH:11][C:12](/[CH:14]=[CH:15]/[C:16]([N:18]([CH3:32])[CH2:19][C:20]3[O:21][C:22]4[CH:31]=[CH:30][CH:29]=[CH:28][C:23]=4[C:24]=3[CH2:25][CH2:26][CH3:27])=[O:17])=[CH:13][C:5]=2[CH2:4][NH:3]1. The catalyst is C(Cl)Cl.CCOCC. The reactants are [CH3:1][C:2]1([CH3:33])[C:8](=[O:9])[NH:7][C:6]2[N:10]=[CH:11][C:12](/[CH:14]=[CH:15]/[C:16]([N:18]([CH3:32])[CH2:19][C:20]3[O:21][C:22]4[CH:31]=[CH:30][CH:29]=[CH:28][C:23]=4[C:24]=3[CH2:25][CH2:26][CH3:27])=[O:17])=[CH:13][C:5]=2[CH2:4][NH:3]1.[ClH:34]. The yield is 0.720. (3) The reactants are [CH2:1]([N:7]([CH3:27])[C:8]([CH:10]1[CH2:14][CH:13]([OH:15])[CH2:12][CH:11]1[C:16]([NH:18][C:19]1([C:24](O)=[O:25])[CH2:21][CH:20]1[CH:22]=[CH2:23])=[O:17])=[O:9])[CH2:2][CH2:3][CH2:4][CH:5]=[CH2:6].CCN=C=NCCCN(C)C.[CH:39]1([S:42]([NH2:45])(=[O:44])=[O:43])[CH2:41][CH2:40]1.C1CCN2C(=NCCC2)CC1. The catalyst is CN(C=O)C.CN(C1C=CN=CC=1)C.C(Cl)Cl. The product is [CH:39]1([S:42]([NH:45][C:24]([C:19]2([NH:18][C:16]([CH:11]3[CH2:12][CH:13]([OH:15])[CH2:14][CH:10]3[C:8]([N:7]([CH2:1][CH2:2][CH2:3][CH2:4][CH:5]=[CH2:6])[CH3:27])=[O:9])=[O:17])[CH2:21][CH:20]2[CH:22]=[CH2:23])=[O:25])(=[O:44])=[O:43])[CH2:41][CH2:40]1. The yield is 0.770. (4) The reactants are [NH2:1][C:2]1[CH:7]=[CH:6][C:5]([C:8]([C:13]2[CH:26]=[CH:25][C:16]([O:17][CH2:18][C:19](=[O:24])[C:20]([CH3:23])([CH3:22])[CH3:21])=[C:15]([CH3:27])[CH:14]=2)([CH2:11][CH3:12])[CH2:9][CH3:10])=[CH:4][C:3]=1[CH3:28].[CH2:29]([S:31](Cl)(=[O:33])=[O:32])[CH3:30]. No catalyst specified. The product is [CH3:21][C:20]([CH3:22])([CH3:23])[C:19](=[O:24])[CH2:18][O:17][C:16]1[CH:25]=[CH:26][C:13]([C:8]([C:5]2[CH:6]=[CH:7][C:2]([NH:1][S:31]([CH2:29][CH3:30])(=[O:33])=[O:32])=[C:3]([CH3:28])[CH:4]=2)([CH2:11][CH3:12])[CH2:9][CH3:10])=[CH:14][C:15]=1[CH3:27]. The yield is 0.460. (5) The yield is 0.870. The reactants are [NH2:1][C:2]1[CH:3]=[C:4](B(O)O)[CH:5]=[C:6]([C:8]([O:10][CH3:11])=[O:9])[CH:7]=1.C(=O)([O-])[O-].[K+].[K+].[Br:21][C:22]1[CH2:26][CH2:25][CH2:24][C:23]=1Br.O. The product is [CH3:11][O:10][C:8](=[O:9])[C:6]1[CH:5]=[C:4]([C:23]2[CH2:24][CH2:25][CH2:26][C:22]=2[Br:21])[CH:3]=[C:2]([NH2:1])[CH:7]=1. The catalyst is C1(C)C(CCO)=CC=CC=1. (6) The reactants are Br[C:2]1[CH:3]=[C:4]([C:8]2([C:18]3[CH:23]=[CH:22][N:21]=[CH:20][CH:19]=3)[C:16]3[C:11](=[CH:12][CH:13]=[CH:14][CH:15]=3)[C:10]([NH2:17])=[N:9]2)[CH:5]=[CH:6][CH:7]=1.[F:24][C:25]1[C:30]([O:31][CH3:32])=[CH:29][CH:28]=[CH:27][C:26]=1B(O)O. No catalyst specified. The product is [F:24][C:25]1[C:30]([O:31][CH3:32])=[CH:29][CH:28]=[CH:27][C:26]=1[C:2]1[CH:7]=[CH:6][CH:5]=[C:4]([C:8]2([C:18]3[CH:19]=[CH:20][N:21]=[CH:22][CH:23]=3)[C:16]3[C:11](=[CH:12][CH:13]=[CH:14][CH:15]=3)[C:10]([NH2:17])=[N:9]2)[CH:3]=1. The yield is 0.500.